Dataset: Full USPTO retrosynthesis dataset with 1.9M reactions from patents (1976-2016). Task: Predict the reactants needed to synthesize the given product. (1) Given the product [CH3:18][S:17][C:14]1[C:15]([NH:16][C:21](=[O:22])[CH2:20][Br:19])=[C:10]([S:9][CH3:8])[N:11]=[CH:12][N:13]=1, predict the reactants needed to synthesize it. The reactants are: C(N(CC)CC)C.[CH3:8][S:9][C:10]1[C:15]([NH2:16])=[C:14]([S:17][CH3:18])[N:13]=[CH:12][N:11]=1.[Br:19][CH2:20][C:21](Br)=[O:22]. (2) Given the product [ClH:16].[S:1]1[CH:5]=[C:4]([C:6]2[C:7](=[O:14])[NH:8][C:9](=[O:12])[NH:10][CH:11]=2)[CH:3]=[N:2]1, predict the reactants needed to synthesize it. The reactants are: [S:1]1[CH:5]=[C:4]([C:6]2[C:7]([O:14]C)=[N:8][C:9]([O:12]C)=[N:10][CH:11]=2)[CH:3]=[N:2]1.[ClH:16]. (3) Given the product [OH:32][C:13]1[CH:12]=[C:11]2[C:16]([C@H:17]([C:18]3[CH:23]=[CH:22][C:21]([O:24][CH2:25][CH2:26][N:27]4[CH2:28][CH2:29][CH2:30][CH2:31]4)=[CH:20][CH:19]=3)[C@H:8]([C:5]3[CH:4]=[CH:3][C:2]([F:1])=[CH:7][CH:6]=3)[CH2:9][O:10]2)=[CH:15][CH:14]=1, predict the reactants needed to synthesize it. The reactants are: [F:1][C:2]1[CH:7]=[CH:6][C:5]([C@H:8]2[C@@H:17]([C:18]3[CH:23]=[CH:22][C:21]([O:24][CH2:25][CH2:26][N:27]4[CH2:31][CH2:30][CH2:29][CH2:28]4)=[CH:20][CH:19]=3)[C:16]3[C:11](=[CH:12][C:13]([O:32]C)=[CH:14][CH:15]=3)[O:10][CH2:9]2)=[CH:4][CH:3]=1.Cl.N1C=CC=CC=1.[OH-].[Na+].Cl. (4) Given the product [N:4]1([CH2:3][CH2:2][NH:1][C:18]([C:20]2[N:21]=[N:22][S:23][C:24]=2[NH:25][C:26]2[CH:27]=[CH:28][CH:29]=[CH:30][CH:31]=2)=[O:17])[CH2:9][CH2:8][O:7][CH2:6][CH2:5]1, predict the reactants needed to synthesize it. The reactants are: [NH2:1][CH2:2][CH2:3][N:4]1[CH2:9][CH2:8][O:7][CH2:6][CH2:5]1.[Li]CCCC.C([O:17][C:18]([C:20]1[N:21]=[N:22][S:23][C:24]=1[NH:25][C:26]1[CH:31]=[CH:30][CH:29]=[CH:28][CH:27]=1)=O)C. (5) The reactants are: OC(C(F)(F)F)=O.[CH3:8][O:9][C:10](=[O:29])[C@@H:11]([CH3:28])[CH2:12][C@H:13]([NH2:27])[C:14](=[O:26])[NH:15][CH:16]([CH3:25])[CH2:17][C:18]1[CH:23]=[CH:22][C:21]([F:24])=[CH:20][CH:19]=1.[C:30]1([C:39]2[CH:44]=[CH:43][CH:42]=[CH:41][CH:40]=2)[CH:35]=[CH:34][C:33]([C:36](O)=[O:37])=[CH:32][CH:31]=1. Given the product [CH3:8][O:9][C:10](=[O:29])[C@@H:11]([CH3:28])[CH2:12][C@H:13]([NH:27][C:36]([C:33]1[CH:34]=[CH:35][C:30]([C:39]2[CH:40]=[CH:41][CH:42]=[CH:43][CH:44]=2)=[CH:31][CH:32]=1)=[O:37])[C:14](=[O:26])[NH:15][CH:16]([CH3:25])[CH2:17][C:18]1[CH:19]=[CH:20][C:21]([F:24])=[CH:22][CH:23]=1, predict the reactants needed to synthesize it. (6) The reactants are: [Cl:1][C:2]1[CH:3]=[CH:4][C:5]2[O:9][C:8](=[O:10])[NH:7][C:6]=2[CH:11]=1.C([O-])([O-])=O.[K+].[K+].Br[CH2:19][C:20]([O:22][C:23]([CH3:26])([CH3:25])[CH3:24])=[O:21]. Given the product [Cl:1][C:2]1[CH:3]=[CH:4][C:5]2[O:9][C:8](=[O:10])[N:7]([CH2:19][C:20]([O:22][C:23]([CH3:26])([CH3:25])[CH3:24])=[O:21])[C:6]=2[CH:11]=1, predict the reactants needed to synthesize it. (7) Given the product [C:2]1([C:1](=[N:14][CH2:17][C:18]([O:20][C:21]([CH3:24])([CH3:23])[CH3:22])=[O:19])[C:8]2[CH:9]=[CH:10][CH:11]=[CH:12][CH:13]=2)[CH:7]=[CH:6][CH:5]=[CH:4][CH:3]=1, predict the reactants needed to synthesize it. The reactants are: [C:1](=[NH:14])([C:8]1[CH:13]=[CH:12][CH:11]=[CH:10][CH:9]=1)[C:2]1[CH:7]=[CH:6][CH:5]=[CH:4][CH:3]=1.Cl.N[CH2:17][C:18]([O:20][C:21]([CH3:24])([CH3:23])[CH3:22])=[O:19]. (8) Given the product [Cl:37][C:13]1[C:12]([C:9]2[CH:10]=[CH:11][C:6]([O:5][C:4]3[CH:34]=[CH:35][CH:36]=[C:2]([Cl:1])[CH:3]=3)=[C:7]([O:32][CH3:33])[CH:8]=2)=[C:20]2[N:15]([C:14]=1[CH:22]1[CH2:27][CH2:26][N:25]([S:28]([CH3:31])(=[O:29])=[O:30])[CH2:24][CH2:23]1)[N:16]=[CH:17][N:18]=[C:19]2[NH2:21], predict the reactants needed to synthesize it. The reactants are: [Cl:1][C:2]1[CH:3]=[C:4]([CH:34]=[CH:35][CH:36]=1)[O:5][C:6]1[CH:11]=[CH:10][C:9]([C:12]2[CH:13]=[C:14]([CH:22]3[CH2:27][CH2:26][N:25]([S:28]([CH3:31])(=[O:30])=[O:29])[CH2:24][CH2:23]3)[N:15]3[C:20]=2[C:19]([NH2:21])=[N:18][CH:17]=[N:16]3)=[CH:8][C:7]=1[O:32][CH3:33].[Cl:37]N1C(C)(C)C(=O)N(Cl)C1=O. (9) Given the product [O:19]=[C:18]1[CH:12]([N:9]2[CH2:8][C:4]3[C:3](=[CH:2][CH:1]=[CH:6][C:5]=3[NH:7][C:20](=[O:23])[CH2:21][CH3:22])[C:10]2=[O:11])[CH2:13][CH2:14][C:15](=[O:16])[NH:17]1, predict the reactants needed to synthesize it. The reactants are: [CH:1]1[CH:2]=[C:3]2[C:10](=[O:11])[N:9]([CH:12]3[C:18](=[O:19])[NH:17][C:15](=[O:16])[CH2:14][CH2:13]3)[CH2:8][C:4]2=[C:5]([NH2:7])[CH:6]=1.[C:20](Cl)(=[O:23])[CH2:21][CH3:22]. (10) Given the product [F:9][C:3]1[C:2]([B:13]2[O:14][C:15]([CH3:17])([CH3:16])[C:11]([CH3:27])([CH3:10])[O:12]2)=[CH:8][CH:7]=[CH:6][C:4]=1[NH2:5], predict the reactants needed to synthesize it. The reactants are: Br[C:2]1[C:3]([F:9])=[C:4]([CH:6]=[CH:7][CH:8]=1)[NH2:5].[CH3:10][C:11]1([CH3:27])[C:15]([CH3:17])([CH3:16])[O:14][B:13]([B:13]2[O:14][C:15]([CH3:17])([CH3:16])[C:11]([CH3:27])([CH3:10])[O:12]2)[O:12]1.CC([O-])=O.[K+].